Dataset: Reaction yield outcomes from USPTO patents with 853,638 reactions. Task: Predict the reaction yield, written as a fraction of the theoretical maximum amount of product (1.0 means a 100% yield; for example, 0.34 means a 34% yield). (1) The reactants are [NH2:1][C:2]1[CH:6]=[C:5]([CH3:7])[O:4][N:3]=1.N1C=CC=CC=1.Cl[C:15](OC1C=CC=CC=1)=[O:16].[Cl:24][C:25]1[CH:31]=[C:30]([O:32][C:33]2[C:34]3[N:41]([CH3:42])[CH:40]=[CH:39][C:35]=3[N:36]=[CH:37][N:38]=2)[CH:29]=[CH:28][C:26]=1[NH2:27].[OH-].[Na+]. The catalyst is CN(C)C(=O)C.O. The product is [Cl:24][C:25]1[CH:31]=[C:30]([O:32][C:33]2[C:34]3[N:41]([CH3:42])[CH:40]=[CH:39][C:35]=3[N:36]=[CH:37][N:38]=2)[CH:29]=[CH:28][C:26]=1[NH:27][C:15]([NH:1][C:2]1[CH:6]=[C:5]([CH3:7])[O:4][N:3]=1)=[O:16]. The yield is 0.540. (2) The reactants are [F:1][C:2]1[CH:3]=[C:4]([C:8]2[S:9][C:10]([N:13]([CH3:20])[C:14](=[O:19])[CH2:15][CH2:16][S:17][CH3:18])=[CH:11][N:12]=2)[CH:5]=[N:6][CH:7]=1.B1([O-])O[O:22]1.O.O.O.O.[Na+].C([O-])(O)=O.[Na+].ClCCCl. The catalyst is C(O)(=O)C. The product is [F:1][C:2]1[CH:3]=[C:4]([C:8]2[S:9][C:10]([N:13]([CH3:20])[C:14](=[O:19])[CH2:15][CH2:16][S:17]([CH3:18])=[O:22])=[CH:11][N:12]=2)[CH:5]=[N:6][CH:7]=1. The yield is 0.450. (3) The yield is 0.960. The product is [Br:15][C:14]1[CH:13]=[CH:12][CH:11]=[C:7]2[C:6]=1[NH:4][C:2](=[O:3])[NH:1][C:8]2=[O:9]. The catalyst is O. The reactants are [NH2:1][C:2]([NH2:4])=[O:3].N[C:6]1[C:14]([Br:15])=[CH:13][CH:12]=[CH:11][C:7]=1[C:8](O)=[O:9]. (4) The reactants are C([O:3][C:4]([C:6]1[CH:10]=[C:9]([C:11]2[CH:16]=[C:15]([Cl:17])[CH:14]=[CH:13][C:12]=2[F:18])[O:8][N:7]=1)=O)C.[H-].[Al+3].[Li+].[H-].[H-].[H-]. The product is [Cl:17][C:15]1[CH:14]=[CH:13][C:12]([F:18])=[C:11]([C:9]2[O:8][N:7]=[C:6]([CH2:4][OH:3])[CH:10]=2)[CH:16]=1. The yield is 0.990. The catalyst is O1CCCC1. (5) The product is [F:40][C:41]1[CH:42]=[C:43]2[C:48](=[CH:49][CH:50]=1)[N:47]=[CH:46][C:45]([C:2]1[CH:3]=[N:4][N:5]3[C:10]([N:11]([CH2:20][O:21][CH2:22][CH2:23][Si:24]([CH3:27])([CH3:26])[CH3:25])[CH2:12][O:13][CH2:14][CH2:15][Si:16]([CH3:19])([CH3:18])[CH3:17])=[CH:9][C:8]([CH:28]([NH:30][CH:31]4[CH2:36][CH2:35][O:34][CH2:33][CH2:32]4)[CH3:29])=[N:7][C:6]=13)=[CH:44]2. The yield is 0.600. The catalyst is C1C=CC(P(C2C=CC=CC=2)[C-]2C=CC=C2)=CC=1.C1C=CC(P(C2C=CC=CC=2)[C-]2C=CC=C2)=CC=1.Cl[Pd]Cl.[Fe+2].O.O1CCOCC1. The reactants are I[C:2]1[CH:3]=[N:4][N:5]2[C:10]([N:11]([CH2:20][O:21][CH2:22][CH2:23][Si:24]([CH3:27])([CH3:26])[CH3:25])[CH2:12][O:13][CH2:14][CH2:15][Si:16]([CH3:19])([CH3:18])[CH3:17])=[CH:9][C:8]([CH:28]([NH:30][CH:31]3[CH2:36][CH2:35][O:34][CH2:33][CH2:32]3)[CH3:29])=[N:7][C:6]=12.B(O)O.[F:40][C:41]1[CH:42]=[C:43]2[C:48](=[CH:49][CH:50]=1)[N:47]=[CH:46][CH:45]=[CH:44]2.C([O-])([O-])=O.[K+].[K+].C(Cl)Cl. (6) The product is [OH:19][CH2:18][CH2:17][C:16]1[CH:20]=[CH:21][C:13]([NH:12][C:6](=[O:10])[CH:7]([CH3:8])[CH3:9])=[CH:14][CH:15]=1. The catalyst is CC(C)=O.CC(C)C(OC(=O)C(C)C)=O. The yield is 0.970. The reactants are [CH3:8][CH:7]([CH3:9])[C:6](O[C:6](=[O:10])[CH:7]([CH3:9])[CH3:8])=[O:10].[NH2:12][C:13]1[CH:21]=[CH:20][C:16]([CH2:17][CH2:18][OH:19])=[CH:15][CH:14]=1.CCCCCCC.